Dataset: Catalyst prediction with 721,799 reactions and 888 catalyst types from USPTO. Task: Predict which catalyst facilitates the given reaction. (1) Reactant: [NH2:1][C:2]1[CH:7]=[C:6]([CH3:8])[CH:5]=[C:4]([CH3:9])[C:3]=1[OH:10].C(OCC)(=O)C.C(=O)([O-])O.[Na+].[Cl:22][CH:23]([C:27]1[CH:32]=[CH:31][CH:30]=[CH:29][CH:28]=1)[C:24](Cl)=[O:25]. Product: [Cl:22][CH:23]([C:27]1[CH:32]=[CH:31][CH:30]=[CH:29][CH:28]=1)[C:24]([NH:1][C:2]1[CH:7]=[C:6]([CH3:8])[CH:5]=[C:4]([CH3:9])[C:3]=1[OH:10])=[O:25]. The catalyst class is: 6. (2) Reactant: [NH:1]1[C:9]2[C:4](=[N:5][CH:6]=[CH:7][CH:8]=2)[CH:3]=[C:2]1[C:10]([NH2:12])=[O:11].[N+:13]([C:16]1[CH:17]=[C:18]([S:22][S:22][C:18]2[CH:19]=[CH:20][CH:21]=[C:16]([N+:13]([O-:15])=[O:14])[CH:17]=2)[CH:19]=[CH:20][CH:21]=1)([O-:15])=[O:14]. Product: [N+:13]([C:16]1[CH:17]=[C:18]([S:22][C:3]2[C:4]3=[N:5][CH:6]=[CH:7][CH:8]=[C:9]3[NH:1][C:2]=2[C:10]([NH2:12])=[O:11])[CH:19]=[CH:20][CH:21]=1)([O-:15])=[O:14]. The catalyst class is: 3. (3) Reactant: [S:1]1[CH:5]=[CH:4][CH:3]=[C:2]1[C:6]([C:8]1[CH:9]=[N:10][N:11]2[C:16]([C:17]3[CH:18]=[C:19]([CH:24]=[CH:25][CH:26]=3)[C:20]([O:22]C)=[O:21])=[CH:15][CH:14]=[N:13][C:12]=12)=[O:7].[OH-].[K+]. Product: [S:1]1[CH:5]=[CH:4][CH:3]=[C:2]1[C:6]([C:8]1[CH:9]=[N:10][N:11]2[C:16]([C:17]3[CH:18]=[C:19]([CH:24]=[CH:25][CH:26]=3)[C:20]([OH:22])=[O:21])=[CH:15][CH:14]=[N:13][C:12]=12)=[O:7]. The catalyst class is: 5.